Dataset: Peptide-MHC class II binding affinity with 134,281 pairs from IEDB. Task: Regression. Given a peptide amino acid sequence and an MHC pseudo amino acid sequence, predict their binding affinity value. This is MHC class II binding data. (1) The peptide sequence is YFKGNFERLAITKGK. The MHC is HLA-DQA10301-DQB10302 with pseudo-sequence HLA-DQA10301-DQB10302. The binding affinity (normalized) is 0.0707. (2) The peptide sequence is PLSWSKEIYNYMEPY. The MHC is DRB1_0301 with pseudo-sequence DRB1_0301. The binding affinity (normalized) is 0.186.